This data is from Full USPTO retrosynthesis dataset with 1.9M reactions from patents (1976-2016). The task is: Predict the reactants needed to synthesize the given product. (1) Given the product [CH2:30]([O:29][C:22]1[CH:21]=[C:20]([C:18](=[O:19])[CH2:17][CH2:16][C:15]([NH:14][C:4]2[CH:3]=[C:2]([C:69]3[CH:68]=[C:67]([CH3:80])[C:66]([OH:81])=[C:65]([CH3:64])[CH:70]=3)[CH:7]=[C:6]([C:8]3[CH:13]=[CH:12][CH:11]=[CH:10][CH:9]=3)[N:5]=2)=[O:32])[CH:25]=[CH:24][C:23]=1[O:26][CH2:27][CH3:28])[CH3:31], predict the reactants needed to synthesize it. The reactants are: Cl[C:2]1[CH:7]=[C:6]([C:8]2[CH:13]=[CH:12][CH:11]=[CH:10][CH:9]=2)[N:5]=[C:4]([NH:14][C:15](=[O:32])[CH2:16][CH2:17][C:18]([C:20]2[CH:25]=[CH:24][C:23]([O:26][CH2:27][CH3:28])=[C:22]([O:29][CH2:30][CH3:31])[CH:21]=2)=[O:19])[CH:3]=1.C1(C2C=CC=CC=2)C=CC=CC=1P(C1CCCCC1)C1CCCCC1.C(=O)([O-])[O-].[K+].[K+].[CH3:64][C:65]1[CH:70]=[C:69](B2OC(C)(C)C(C)(C)O2)[CH:68]=[C:67]([CH3:80])[C:66]=1[OH:81]. (2) Given the product [C:50]([C:49]1[CH:52]=[C:53]([C:56]2[O:60][N:59]=[C:58]([C:61]3[CH:70]=[CH:69][CH:68]=[C:67]4[C:62]=3[CH2:63][CH2:64][N:65]([C:11](=[O:13])[CH2:10][CH2:9][NH:8][C:1](=[O:2])[O:3][C:4]([CH3:5])([CH3:6])[CH3:7])[CH2:66]4)[N:57]=2)[CH:54]=[CH:55][C:48]=1[O:47][CH:45]([CH3:46])[CH3:44])#[N:51], predict the reactants needed to synthesize it. The reactants are: [C:1]([NH:8][CH2:9][CH2:10][C:11]([OH:13])=O)([O:3][C:4]([CH3:7])([CH3:6])[CH3:5])=[O:2].C(N1CCOCC1)C.O.OC1C2N=NNC=2C=CC=1.C(Cl)CCl.FC(F)(F)C(O)=O.[CH3:44][CH:45]([O:47][C:48]1[CH:55]=[CH:54][C:53]([C:56]2[O:60][N:59]=[C:58]([C:61]3[CH:70]=[CH:69][CH:68]=[C:67]4[C:62]=3[CH2:63][CH2:64][NH:65][CH2:66]4)[N:57]=2)=[CH:52][C:49]=1[C:50]#[N:51])[CH3:46]. (3) Given the product [Br:1][C:2]1[CH:7]=[C:6]([N+:12]([O-:14])=[O:13])[C:5]([OH:8])=[C:4]([CH:9]([CH3:11])[CH3:10])[CH:3]=1, predict the reactants needed to synthesize it. The reactants are: [Br:1][C:2]1[CH:7]=[CH:6][C:5]([OH:8])=[C:4]([CH:9]([CH3:11])[CH3:10])[CH:3]=1.[N:12]([O-:14])=[O:13].[Na+].C(OC(C)C)(C)C.S(=O)(=O)(O)O. (4) Given the product [CH3:6][CH2:5][CH2:4][CH:10]([CH3:16])[CH3:11].[Cl:1][C:2]1[N:7]=[C:6]([NH:12][C:11]2[CH:13]=[CH:14][C:15]([F:17])=[CH:16][C:10]=2[F:9])[CH:5]=[CH:4][N:3]=1, predict the reactants needed to synthesize it. The reactants are: [Cl:1][C:2]1[N:7]=[C:6](Cl)[CH:5]=[CH:4][N:3]=1.[F:9][C:10]1[CH:16]=[C:15]([F:17])[CH:14]=[CH:13][C:11]=1[NH2:12].C(N(C(C)C)CC)(C)C. (5) Given the product [Cl:1][C:2]1[CH:3]=[C:4]2[C:9](=[C:10]([Cl:12])[CH:11]=1)[CH2:8][N:7]([CH3:13])[CH2:6][CH:5]2[C:14]1[CH:19]=[CH:18][C:17]([NH:20][C:21](=[O:22])[NH:33][C@@H:34]([CH2:39][C:40]([O:42][CH3:43])=[O:41])[C:35]([O:37][CH3:38])=[O:36])=[CH:16][CH:15]=1, predict the reactants needed to synthesize it. The reactants are: [Cl:1][C:2]1[CH:3]=[C:4]2[C:9](=[C:10]([Cl:12])[CH:11]=1)[CH2:8][N:7]([CH3:13])[CH2:6][CH:5]2[C:14]1[CH:19]=[CH:18][C:17]([NH2:20])=[CH:16][CH:15]=1.[C:21](=O)(OC(Cl)(Cl)Cl)[O:22]C(Cl)(Cl)Cl.[NH2:33][C@@H:34]([CH2:39][C:40]([O:42][CH3:43])=[O:41])[C:35]([O:37][CH3:38])=[O:36]. (6) The reactants are: ClC(Cl)(O[C:5](=[O:11])OC(Cl)(Cl)Cl)Cl.[CH:13]([N:16]1[C:20]2[N:21]=[C:22]([C:31]3[CH:36]=[CH:35][C:34]([NH2:37])=[CH:33][CH:32]=3)[N:23]=[C:24]([N:25]3[CH2:30][CH2:29][O:28][CH2:27][CH2:26]3)[C:19]=2[N:18]=[N:17]1)([CH3:15])[CH3:14].[CH3:38][N:39]([CH3:43])[CH2:40][CH2:41][NH2:42].CCN(CC)CC. Given the product [CH3:38][N:39]([CH3:43])[CH2:40][CH2:41][NH:42][C:5]([NH:37][C:34]1[CH:33]=[CH:32][C:31]([C:22]2[N:23]=[C:24]([N:25]3[CH2:30][CH2:29][O:28][CH2:27][CH2:26]3)[C:19]3[N:18]=[N:17][N:16]([CH:13]([CH3:15])[CH3:14])[C:20]=3[N:21]=2)=[CH:36][CH:35]=1)=[O:11], predict the reactants needed to synthesize it. (7) The reactants are: Br[C:2]1[CH:3]=[C:4]([C:14]([NH:16][CH2:17][C:18]2[C:19](=[O:26])[NH:20][C:21]([CH3:25])=[CH:22][C:23]=2[CH3:24])=[O:15])[C:5]2[CH:6]=[N:7][N:8]([CH:11]([CH3:13])[CH3:12])[C:9]=2[CH:10]=1.[CH3:27][N:28]([CH3:38])[C:29]1[N:34]=[CH:33][C:32](B(O)O)=[CH:31][CH:30]=1. Given the product [CH3:27][N:28]([CH3:38])[C:29]1[N:34]=[CH:33][C:32]([C:2]2[CH:3]=[C:4]([C:14]([NH:16][CH2:17][C:18]3[C:19](=[O:26])[NH:20][C:21]([CH3:25])=[CH:22][C:23]=3[CH3:24])=[O:15])[C:5]3[CH:6]=[N:7][N:8]([CH:11]([CH3:13])[CH3:12])[C:9]=3[CH:10]=2)=[CH:31][CH:30]=1, predict the reactants needed to synthesize it.